Dataset: Catalyst prediction with 721,799 reactions and 888 catalyst types from USPTO. Task: Predict which catalyst facilitates the given reaction. (1) Reactant: [Br:1][C:2]1[CH:8]=[C:7]([CH3:9])[C:5]([NH2:6])=[C:4]([CH3:10])[CH:3]=1.C([Li])CCC.[CH3:16][Si:17](Cl)([CH3:19])[CH3:18].O. Product: [Br:1][C:2]1[CH:8]=[C:7]([CH3:9])[C:5]([N:6]([Si:17]([CH3:19])([CH3:18])[CH3:16])[Si:17]([CH3:19])([CH3:18])[CH3:16])=[C:4]([CH3:10])[CH:3]=1. The catalyst class is: 7. (2) Reactant: FC1C=CC(C2C3C(=CC(C#N)=CC=3)CO2)=CC=1.Cl[CH2:20][CH2:21][CH2:22][C:23]1([C:34]2[CH:39]=[CH:38][C:37]([F:40])=[CH:36][CH:35]=2)[C:31]2[C:26](=[CH:27][C:28]([C:32]#[N:33])=[CH:29][CH:30]=2)[CH2:25][O:24]1.[I-:41].[Na+]. Product: [I:41][CH2:20][CH2:21][CH2:22][C:23]1([C:34]2[CH:39]=[CH:38][C:37]([F:40])=[CH:36][CH:35]=2)[C:31]2[C:26](=[CH:27][C:28]([C:32]#[N:33])=[CH:29][CH:30]=2)[CH2:25][O:24]1. The catalyst class is: 21. (3) Reactant: Br[C:2]1[S:3][CH:4]=[CH:5][N:6]=1.C([Mg]Cl)(C)C.[Li+].[Cl-].[C:14]([O:18][C:19]([N:21]1[CH2:26][C@@H:25]([CH3:27])[N:24]([C:28]([O:30][C:31]([CH3:34])([CH3:33])[CH3:32])=[O:29])[CH2:23][C@@H:22]1[CH:35]=[O:36])=[O:20])([CH3:17])([CH3:16])[CH3:15]. Product: [C:14]([O:18][C:19]([N:21]1[CH2:26][C@@H:25]([CH3:27])[N:24]([C:28]([O:30][C:31]([CH3:34])([CH3:33])[CH3:32])=[O:29])[CH2:23][C@@H:22]1[CH:35]([OH:36])[C:2]1[S:3][CH:4]=[CH:5][N:6]=1)=[O:20])([CH3:17])([CH3:16])[CH3:15]. The catalyst class is: 1.